Predict the reactants needed to synthesize the given product. From a dataset of Full USPTO retrosynthesis dataset with 1.9M reactions from patents (1976-2016). (1) Given the product [Cl:1][C:2]1[CH:27]=[CH:26][C:5]([CH2:6][C:7]2[CH:22]=[N:23][NH:28][C:8]=2[C@H:10]2[CH2:14][CH2:13][CH2:12][N:11]2[C:15]([O:17][C:18]([CH3:21])([CH3:20])[CH3:19])=[O:16])=[CH:4][CH:3]=1, predict the reactants needed to synthesize it. The reactants are: [Cl:1][C:2]1[CH:27]=[CH:26][C:5]([CH2:6][C:7](=[CH:22][N:23](C)C)[C:8]([C@H:10]2[CH2:14][CH2:13][CH2:12][N:11]2[C:15]([O:17][C:18]([CH3:21])([CH3:20])[CH3:19])=[O:16])=O)=[CH:4][CH:3]=1.[NH2:28]N. (2) The reactants are: [CH:1]1[C:6]([O:7][CH2:8][C:9]([F:12])([F:11])[F:10])=[CH:5][C:4]([C:13](NCC2NCCCC2)=[O:14])=[C:3]([O:23][CH2:24][C:25]([F:28])([F:27])[F:26])[CH:2]=1.OC1C=CC(O)=CC=1C(O)=O.FC(F)(S([O:55][CH2:56][C:57]([F:60])([F:59])[F:58])(=O)=O)C(F)(F)C(F)(F)C(F)(F)F. Given the product [F:27][C:25]([F:26])([F:28])[CH2:24][O:23][C:3]1[CH:2]=[CH:1][C:6]([O:7][CH2:8][C:9]([F:12])([F:11])[F:10])=[CH:5][C:4]=1[C:13]([O:55][CH2:56][C:57]([F:60])([F:59])[F:58])=[O:14], predict the reactants needed to synthesize it. (3) Given the product [CH3:1][C:2]1[NH:3][C:4]([NH:7][CH:11]2[CH2:12][CH2:13][O:8][CH2:9][CH2:10]2)=[N:5][N:6]=1, predict the reactants needed to synthesize it. The reactants are: [CH3:1][C:2]1[NH:3][C:4]([NH2:7])=[N:5][N:6]=1.[O:8]1[CH2:13][CH2:12][C:11](=O)[CH2:10][CH2:9]1.C([BH3-])#N.[Na+].O.